The task is: Predict the product of the given reaction.. This data is from Forward reaction prediction with 1.9M reactions from USPTO patents (1976-2016). (1) Given the reactants [Cl:1][C:2]1[CH:26]=[CH:25][C:5]([CH2:6][NH:7][C:8]([C:10]2[C:19](=[O:20])[C:18]3[C:13](=[C:14]([I:23])[CH:15]=[C:16]([CH2:21]O)[CH:17]=3)[N:12]([CH3:24])[CH:11]=2)=[O:9])=[CH:4][CH:3]=1.N1C(C)=CC(C)=CC=1C.CS([Cl:40])(=O)=O.O, predict the reaction product. The product is: [Cl:1][C:2]1[CH:3]=[CH:4][C:5]([CH2:6][NH:7][C:8]([C:10]2[C:19](=[O:20])[C:18]3[C:13](=[C:14]([I:23])[CH:15]=[C:16]([CH2:21][Cl:40])[CH:17]=3)[N:12]([CH3:24])[CH:11]=2)=[O:9])=[CH:25][CH:26]=1. (2) Given the reactants [CH3:1][N:2]([CH:14]1[C:23]2[N:22]=[CH:21][CH:20]=[CH:19][C:18]=2[CH2:17][CH2:16][CH2:15]1)[CH2:3][C:4]([O:6]CC1C=CC=CC=1)=[O:5], predict the reaction product. The product is: [CH3:1][N:2]([CH:14]1[C:23]2[N:22]=[CH:21][CH:20]=[CH:19][C:18]=2[CH2:17][CH2:16][CH2:15]1)[CH2:3][C:4]([OH:6])=[O:5]. (3) Given the reactants [CH3:1][O:2][CH2:3][CH2:4][CH2:5][O:6][C@@H:7]([C:21]1[CH:26]=[CH:25][CH:24]=[CH:23][CH:22]=1)[C@@H:8]1[CH2:13][CH2:12][CH2:11][N:10](C(OC(C)(C)C)=O)[CH2:9]1.[ClH:27], predict the reaction product. The product is: [CH3:1][O:2][CH2:3][CH2:4][CH2:5][O:6][C@@H:7]([C:21]1[CH:22]=[CH:23][CH:24]=[CH:25][CH:26]=1)[C@@H:8]1[CH2:13][CH2:12][CH2:11][NH:10][CH2:9]1.[ClH:27]. (4) Given the reactants [Li]CCCC.[C:6]([O:10][C:11](=[O:21])[NH:12][C:13]1[CH:14]=[N:15][C:16]([Cl:20])=[C:17]([F:19])[CH:18]=1)([CH3:9])([CH3:8])[CH3:7].CN(C)CCN(C)C.[I:30]I.Cl, predict the reaction product. The product is: [C:6]([O:10][C:11](=[O:21])[NH:12][C:13]1[CH:14]=[N:15][C:16]([Cl:20])=[C:17]([F:19])[C:18]=1[I:30])([CH3:9])([CH3:7])[CH3:8]. (5) Given the reactants [CH3:1][O:2][C:3](=[O:23])[C:4]1[CH:9]=[C:8]([N:10]2[CH:14]=[C:13]([Br:15])[N:12]=[CH:11]2)[C:7]([C:16]([F:19])([F:18])[F:17])=[CH:6][C:5]=1[N+:20]([O-])=O, predict the reaction product. The product is: [CH3:1][O:2][C:3](=[O:23])[C:4]1[CH:9]=[C:8]([N:10]2[CH:14]=[C:13]([Br:15])[N:12]=[CH:11]2)[C:7]([C:16]([F:19])([F:17])[F:18])=[CH:6][C:5]=1[NH2:20].